Dataset: Reaction yield outcomes from USPTO patents with 853,638 reactions. Task: Predict the reaction yield, written as a fraction of the theoretical maximum amount of product (1.0 means a 100% yield; for example, 0.34 means a 34% yield). (1) The reactants are [Br:1][C:2]1[CH:3]=[CH:4][C:5]([N+:20]([O-])=O)=[C:6]([NH:8][CH:9]2[CH2:12][N:11]([C:13]([O:15][C:16]([CH3:19])([CH3:18])[CH3:17])=[O:14])[CH2:10]2)[CH:7]=1.[NH4+].[Cl-]. The catalyst is CCO.[Fe]. The product is [NH2:20][C:5]1[CH:4]=[CH:3][C:2]([Br:1])=[CH:7][C:6]=1[NH:8][CH:9]1[CH2:12][N:11]([C:13]([O:15][C:16]([CH3:19])([CH3:18])[CH3:17])=[O:14])[CH2:10]1. The yield is 0.780. (2) The reactants are [CH2:1](/[C:3](/[CH:10]([OH:12])[CH3:11])=[C:4](/[CH2:8][CH3:9])\[C:5]([NH2:7])=[O:6])[CH3:2].N1C=CC=CC=1.C1COCC1.[Cl:24][CH2:25][C:26](Cl)=[O:27]. The catalyst is CN(C1C=CN=CC=1)C.C1(C)C=CC=CC=1. The product is [CH2:1](/[C:3](/[CH:10]([O:12][C:26](=[O:27])[CH2:25][Cl:24])[CH3:11])=[C:4](/[CH2:8][CH3:9])\[C:5]([NH2:7])=[O:6])[CH3:2]. The yield is 0.980. (3) The yield is 0.270. The reactants are [C:1](Cl)(=O)C(Cl)=O.[CH3:7][O:8][C:9]1[CH:14]=[CH:13][C:12]([CH2:15][O:16][CH2:17][C:18]([C:20]2[CH:25]=[CH:24][CH:23]=[CH:22][CH:21]=2)=O)=[CH:11][CH:10]=1.[C:26](#[N:30])[CH2:27][C:28]#[N:29].C[CH2:32][N:33](CC)[CH2:34]C. The product is [CH3:32][N:33]([CH3:34])/[C:22](/[C:23]1[CH:24]=[CH:25][CH:20]=[CH:18][C:17]=1[O:16][CH2:15][C:12]1[CH:11]=[CH:10][C:9]([O:8][CH3:7])=[CH:14][CH:13]=1)=[CH:21]\[CH:1]=[C:27]([C:26]#[N:30])[C:28]#[N:29]. The catalyst is C(#N)C.CN(C=O)C.O. (4) The reactants are Br[C:2]1[CH:3]=[C:4]2[C:8](=[CH:9][C:10]=1[Cl:11])[NH:7][N:6]=[C:5]2[C:12]([OH:14])=[O:13].[CH3:15][O:16][C:17]1[CH:22]=[CH:21][C:20](B(O)O)=[CH:19][CH:18]=1.C(=O)([O-])[O-].[K+].[K+]. The yield is 0.130. The product is [Cl:11][C:10]1[CH:9]=[C:8]2[C:4]([C:5]([C:12]([OH:14])=[O:13])=[N:6][NH:7]2)=[CH:3][C:2]=1[C:20]1[CH:21]=[CH:22][C:17]([O:16][CH3:15])=[CH:18][CH:19]=1. The catalyst is CCO.C1(C)C=CC=CC=1.C1C=CC(P(C2C=CC=CC=2)[C-]2C=CC=C2)=CC=1.C1C=CC(P(C2C=CC=CC=2)[C-]2C=CC=C2)=CC=1.Cl[Pd]Cl.[Fe+2]. (5) The reactants are [CH2:1]([O:4][C:5]1[CH:14]=[CH:13][C:8]([C:9]([O:11]C)=[O:10])=[CH:7][CH:6]=1)[CH:2]=[CH2:3].C1COCC1.[OH-].[Na+]. The catalyst is CO. The product is [CH2:1]([O:4][C:5]1[CH:14]=[CH:13][C:8]([C:9]([OH:11])=[O:10])=[CH:7][CH:6]=1)[CH:2]=[CH2:3]. The yield is 0.500. (6) The catalyst is CCO. The reactants are [Br:1][C:2]1[CH:3]=[CH:4][C:5]([O:43][CH3:44])=[C:6]([S:8]([N:11]([CH2:36][C:37]2[CH:42]=[CH:41][CH:40]=[CH:39][CH:38]=2)[C@H:12]2[CH2:16][N:15]([C:17]([O:19][C:20]([CH3:23])([CH3:22])[CH3:21])=[O:18])[C@@H:14]([CH2:24][N:25]3C(=O)C4C(=CC=CC=4)C3=O)[CH2:13]2)(=[O:10])=[O:9])[CH:7]=1.O.NN. The product is [NH2:25][CH2:24][C@H:14]1[CH2:13][C@@H:12]([N:11]([S:8]([C:6]2[CH:7]=[C:2]([Br:1])[CH:3]=[CH:4][C:5]=2[O:43][CH3:44])(=[O:10])=[O:9])[CH2:36][C:37]2[CH:38]=[CH:39][CH:40]=[CH:41][CH:42]=2)[CH2:16][N:15]1[C:17]([O:19][C:20]([CH3:23])([CH3:22])[CH3:21])=[O:18]. The yield is 0.960.